This data is from Full USPTO retrosynthesis dataset with 1.9M reactions from patents (1976-2016). The task is: Predict the reactants needed to synthesize the given product. Given the product [Cl:1][C:2]1[CH:7]=[CH:6][C:5]([CH:8]([C:20]2[CH:21]=[CH:22][C:23]([NH:26][S:27]([CH:30]3[CH2:31][CH2:32]3)(=[O:29])=[O:28])=[CH:24][CH:25]=2)[CH2:9]/[C:10](=[N:35]\[OH:36])/[C:12]2[CH:17]=[CH:16][C:15](=[O:18])[N:14]([CH3:19])[CH:13]=2)=[C:4]([CH3:33])[CH:3]=1, predict the reactants needed to synthesize it. The reactants are: [Cl:1][C:2]1[CH:7]=[CH:6][C:5]([CH:8]([C:20]2[CH:25]=[CH:24][C:23]([NH:26][S:27]([CH:30]3[CH2:32][CH2:31]3)(=[O:29])=[O:28])=[CH:22][CH:21]=2)[CH2:9][C:10]([C:12]2[CH:17]=[CH:16][C:15](=[O:18])[N:14]([CH3:19])[CH:13]=2)=O)=[C:4]([CH3:33])[CH:3]=1.Cl.[NH2:35][OH:36].C(=O)([O-])O.[Na+].